This data is from Reaction yield outcomes from USPTO patents with 853,638 reactions. The task is: Predict the reaction yield, written as a fraction of the theoretical maximum amount of product (1.0 means a 100% yield; for example, 0.34 means a 34% yield). (1) The reactants are [H-].[Na+].[F:3][C:4]1[CH:9]=[CH:8][C:7]([C:10](=[O:18])[CH2:11][C:12]2[CH:17]=[CH:16][N:15]=[CH:14][CH:13]=2)=[CH:6][CH:5]=1.[F:19][C:20]1[CH:28]=[CH:27][C:23]([C:24](Cl)=[O:25])=[CH:22][CH:21]=1.O. The catalyst is CN(C=O)C. The product is [F:19][C:20]1[CH:28]=[CH:27][C:23]([C:24]([O:18][C:10]([C:7]2[CH:8]=[CH:9][C:4]([F:3])=[CH:5][CH:6]=2)=[CH:11][C:12]2[CH:17]=[CH:16][N:15]=[CH:14][CH:13]=2)=[O:25])=[CH:22][CH:21]=1. The yield is 0.310. (2) The reactants are C([O:8][C:9]1[C:14]([CH2:15][N:16]2[CH2:25][CH2:24][C:23]3[C:18](=[C:19]([Cl:35])[C:20]([CH:27]([N:29]4[CH2:34][CH2:33][O:32][CH2:31][CH2:30]4)[CH3:28])=[CH:21][C:22]=3[Cl:26])[C:17]2=[O:36])=[C:13]([CH3:37])[CH:12]=[C:11]([CH3:38])[N:10]=1)C1C=CC=CC=1. The catalyst is ClCCl.FC(F)(F)C(O)=O. The yield is 0.390. The product is [Cl:26][C:22]1[CH:21]=[C:20]([CH:27]([N:29]2[CH2:34][CH2:33][O:32][CH2:31][CH2:30]2)[CH3:28])[C:19]([Cl:35])=[C:18]2[C:23]=1[CH2:24][CH2:25][N:16]([CH2:15][C:14]1[C:9](=[O:8])[NH:10][C:11]([CH3:38])=[CH:12][C:13]=1[CH3:37])[C:17]2=[O:36]. (3) The reactants are [NH2:1][C:2]1[C:3]([C:19]#[N:20])=[C:4]([CH:16]=[CH:17][CH:18]=1)[O:5][CH2:6][C:7]([CH3:15])([CH3:14])[C:8]([NH:10][CH2:11][CH2:12][CH3:13])=[O:9].[C:21]([N:29]=[C:30]=[O:31])(=[O:28])[C:22]1[CH:27]=[CH:26][CH:25]=[CH:24][CH:23]=1. No catalyst specified. The product is [C:19]([C:3]1[C:4]([O:5][CH2:6][C:7]([CH3:15])([CH3:14])[C:8](=[O:9])[NH:10][CH2:11][CH2:12][CH3:13])=[CH:16][CH:17]=[CH:18][C:2]=1[NH:1][C:30]([NH:29][C:21](=[O:28])[C:22]1[CH:23]=[CH:24][CH:25]=[CH:26][CH:27]=1)=[O:31])#[N:20]. The yield is 0.850. (4) The reactants are Cl.[Cl:2][C:3]1[N:4]=[C:5]([C:10]([NH:12][C@H:13]2[CH2:18][CH2:17][NH:16][CH2:15][C@H:14]2[O:19][CH2:20][CH3:21])=[O:11])[NH:6][C:7]=1[CH2:8][CH3:9].Cl[C:23]1[CH:28]=[CH:27][N:26]=[C:25]([OH:29])[CH:24]=1.C(=O)([O-])[O-].[Na+].[Na+]. The catalyst is CS(C)=O. The product is [Cl:2][C:3]1[N:4]=[C:5]([C:10]([NH:12][C@H:13]2[CH2:18][CH2:17][N:16]([C:23]3[CH:28]=[CH:27][NH:26][C:25](=[O:29])[CH:24]=3)[CH2:15][C@H:14]2[O:19][CH2:20][CH3:21])=[O:11])[NH:6][C:7]=1[CH2:8][CH3:9]. The yield is 0.0500.